This data is from Reaction yield outcomes from USPTO patents with 853,638 reactions. The task is: Predict the reaction yield, written as a fraction of the theoretical maximum amount of product (1.0 means a 100% yield; for example, 0.34 means a 34% yield). (1) The reactants are CN(C(ON1N=NC2C=CC=CC1=2)=[N+](C)C)C.[B-](F)(F)(F)F.[F:23][C:24]1[CH:29]=[CH:28][C:27]([N:30]2[C:33](=[O:34])[C@H:32]([S:35][CH2:36][C:37]([C:39]3[CH:44]=[CH:43][C:42]([F:45])=[CH:41][CH:40]=3)=[O:38])[C@H:31]2[C:46]2[CH:60]=[CH:59][C:49]([O:50][CH2:51][C:52]([NH:54][CH2:55][C:56]([OH:58])=O)=[O:53])=[CH:48][CH:47]=2)=[CH:26][CH:25]=1.CN1CCOCC1.[C:68]1([C:74]([C:79]2[CH:84]=[CH:83][CH:82]=[CH:81][CH:80]=2)([C:76]([OH:78])=[O:77])[NH2:75])[CH:73]=[CH:72][CH:71]=[CH:70][CH:69]=1.[BH4-].[Na+].C([O-])(=O)C.[NH4+]. The catalyst is CN(C=O)C.CO. The product is [F:23][C:24]1[CH:25]=[CH:26][C:27]([N:30]2[C:33](=[O:34])[C@H:32]([S:35][CH2:36][CH:37]([C:39]3[CH:40]=[CH:41][C:42]([F:45])=[CH:43][CH:44]=3)[OH:38])[C@H:31]2[C:46]2[CH:60]=[CH:59][C:49]([O:50][CH2:51][C:52]([NH:54][CH2:55][C:56]([NH:75][C:74]([C:79]3[CH:84]=[CH:83][CH:82]=[CH:81][CH:80]=3)([C:68]3[CH:73]=[CH:72][CH:71]=[CH:70][CH:69]=3)[C:76]([OH:78])=[O:77])=[O:58])=[O:53])=[CH:48][CH:47]=2)=[CH:28][CH:29]=1. The yield is 0.440. (2) The reactants are [Cl:1][C:2]1[C:3]([N:12]2[CH2:15][CH:14]([NH:16]C(=O)OC(C)(C)C)[CH2:13]2)=[N:4][CH:5]=[C:6]([C:8]([F:11])([F:10])[F:9])[CH:7]=1.C(O)(C(F)(F)F)=O. The catalyst is C(Cl)Cl. The product is [Cl:1][C:2]1[C:3]([N:12]2[CH2:13][CH:14]([NH2:16])[CH2:15]2)=[N:4][CH:5]=[C:6]([C:8]([F:10])([F:11])[F:9])[CH:7]=1. The yield is 0.951.